From a dataset of Forward reaction prediction with 1.9M reactions from USPTO patents (1976-2016). Predict the product of the given reaction. Given the reactants [H-].[Na+].[C:3]1([CH2:9][OH:10])[CH:8]=[CH:7][CH:6]=[CH:5][CH:4]=1.[CH2:11]([O:13][C:14](=[O:20])[CH2:15][C:16](=[O:19])[CH2:17]Cl)[CH3:12].O, predict the reaction product. The product is: [CH2:11]([O:13][C:14](=[O:20])[CH2:15][C:16](=[O:19])[CH2:17][O:10][CH2:9][C:3]1[CH:8]=[CH:7][CH:6]=[CH:5][CH:4]=1)[CH3:12].